Dataset: Full USPTO retrosynthesis dataset with 1.9M reactions from patents (1976-2016). Task: Predict the reactants needed to synthesize the given product. (1) Given the product [CH2:1]([C:4]1[O:8][N:7]=[C:6]([C:9]([OH:11])=[O:10])[CH:5]=1)[CH2:2][CH3:3], predict the reactants needed to synthesize it. The reactants are: [CH2:1]([C:4]1[O:8][N:7]=[C:6]([C:9]([O:11]CC)=[O:10])[CH:5]=1)[CH2:2][CH3:3].C(O)C.[OH-].[K+]. (2) Given the product [Br:1][C:2]1[CH:3]=[CH:4][C:5]([O:11][CH2:19][CH3:20])=[C:6]([CH:10]=1)[C:7]([O:9][CH2:21][CH3:22])=[O:8], predict the reactants needed to synthesize it. The reactants are: [Br:1][C:2]1[CH:3]=[CH:4][C:5]([OH:11])=[C:6]([CH:10]=1)[C:7]([OH:9])=[O:8].C(=O)([O-])[O-].[K+].[K+].I[CH2:19][CH3:20].[CH3:21][C:22](C)=O. (3) Given the product [C:24]([O:28][C:29]([N:31]1[CH2:35][CH2:34][C@@H:33]([NH:36][C:4]2[N:3]=[C:2]([NH2:1])[C:7]([C:8](=[O:9])[C:10]3[CH:15]=[C:14]([F:16])[CH:13]=[CH:12][C:11]=3[O:17][CH3:18])=[CH:6][N:5]=2)[CH2:32]1)=[O:30])([CH3:27])([CH3:25])[CH3:26], predict the reactants needed to synthesize it. The reactants are: [NH2:1][C:2]1[C:7]([C:8]([C:10]2[CH:15]=[C:14]([F:16])[CH:13]=[CH:12][C:11]=2[O:17][CH3:18])=[O:9])=[CH:6][N:5]=[C:4](S(CC)(=O)=O)[N:3]=1.[C:24]([O:28][C:29]([N:31]1[CH2:35][CH2:34][C@@H:33]([NH2:36])[CH2:32]1)=[O:30])([CH3:27])([CH3:26])[CH3:25].